This data is from Retrosynthesis with 50K atom-mapped reactions and 10 reaction types from USPTO. The task is: Predict the reactants needed to synthesize the given product. (1) Given the product COc1cccnc1C(=O)Nc1nnn[nH]1, predict the reactants needed to synthesize it. The reactants are: COc1cccnc1C(=O)O.Nc1nnn[nH]1. (2) Given the product COc1ccc(C(=O)NC(=S)Nc2ccccc2C(N)=O)cc1, predict the reactants needed to synthesize it. The reactants are: COc1ccc(C(=O)N=C=S)cc1.NC(=O)c1ccccc1N. (3) Given the product C[C@H](NC(=O)c1c(CN2CCN(c3ccccc3)C(=O)C2)c(-c2ccccc2)nc2ccccc12)C1CCCCC1, predict the reactants needed to synthesize it. The reactants are: C[C@H](NC(=O)c1c(CBr)c(-c2ccccc2)nc2ccccc12)C1CCCCC1.O=C1CNCCN1c1ccccc1. (4) Given the product O=C(c1ccc2cncc(-c3ccc(Cl)cc3)c2n1)N1CCS(=O)(=O)CC1, predict the reactants needed to synthesize it. The reactants are: O=C(O)c1ccc2cncc(-c3ccc(Cl)cc3)c2n1.O=S1(=O)CCNCC1. (5) Given the product COc1ccc2c(Oc3ccc(OCCN4CCCCC4)cc3)c(-c3ccc4c(c3)CNC4=O)sc2c1, predict the reactants needed to synthesize it. The reactants are: CC1(C)OB(c2ccc3c(c2)CNC3=O)OC1(C)C.COc1ccc2c(Oc3ccc(OCCN4CCCCC4)cc3)c(Br)sc2c1.